From a dataset of Forward reaction prediction with 1.9M reactions from USPTO patents (1976-2016). Predict the product of the given reaction. (1) Given the reactants [C:1](OC(=O)C)(=[O:3])[CH3:2].C(N(CC)CC)C.[NH2:15][CH2:16][CH2:17][CH2:18][S:19]([O:22][CH2:23][C:24]([CH3:37])([CH3:36])[C@@H:25]([O:28][CH2:29][C:30]1[CH:35]=[CH:34][CH:33]=[CH:32][CH:31]=1)[CH:26]=[CH2:27])(=[O:21])=[O:20], predict the reaction product. The product is: [C:1]([NH:15][CH2:16][CH2:17][CH2:18][S:19]([O:22][CH2:23][C:24]([CH3:37])([CH3:36])[C@@H:25]([O:28][CH2:29][C:30]1[CH:31]=[CH:32][CH:33]=[CH:34][CH:35]=1)[CH:26]=[CH2:27])(=[O:20])=[O:21])(=[O:3])[CH3:2]. (2) Given the reactants [Cl:1][C:2]1[CH:3]=[C:4]2[C:8](=[CH:9][CH:10]=1)[NH:7][C:6]([C:11]([NH:13][NH2:14])=[O:12])=[C:5]2[CH3:15].[C:16]1([CH3:24])[CH:21]=[CH:20][C:19]([CH:22]=O)=[CH:18][CH:17]=1, predict the reaction product. The product is: [CH3:24][C:16]1[CH:21]=[CH:20][C:19]([CH:22]=[N:14][NH:13][C:11]([C:6]2[NH:7][C:8]3[C:4]([C:5]=2[CH3:15])=[CH:3][C:2]([Cl:1])=[CH:10][CH:9]=3)=[O:12])=[CH:18][CH:17]=1.